Dataset: Reaction yield outcomes from USPTO patents with 853,638 reactions. Task: Predict the reaction yield, written as a fraction of the theoretical maximum amount of product (1.0 means a 100% yield; for example, 0.34 means a 34% yield). (1) The reactants are [Cl:1][C:2]1[N:3]=[C:4]([N:12]2[CH2:17][CH2:16][O:15][CH2:14][CH2:13]2)[C:5]2[S:10][C:9](I)=[CH:8][C:6]=2[N:7]=1.[CH3:18][O:19][CH2:20]/[CH:21]=[CH:22]/B1OC(C)(C)C(C)(C)O1. The catalyst is C([O-])([O-])=O.[Na+].[Na+].C(#N)C.Cl[Pd](Cl)([P](C1C=CC=CC=1)(C1C=CC=CC=1)C1C=CC=CC=1)[P](C1C=CC=CC=1)(C1C=CC=CC=1)C1C=CC=CC=1. The product is [Cl:1][C:2]1[N:3]=[C:4]([N:12]2[CH2:17][CH2:16][O:15][CH2:14][CH2:13]2)[C:5]2[S:10][C:9](/[CH:22]=[CH:21]/[CH2:20][O:19][CH3:18])=[CH:8][C:6]=2[N:7]=1. The yield is 0.680. (2) The catalyst is C1COCC1. The reactants are [C:1]([C:3]1[N:7]([CH3:8])[C:6]([C:9]2[CH:10]=[C:11]3[C:15](=[CH:16][CH:17]=2)[NH:14][C:13](=[N:18][C:19]#[N:20])[C:12]23[CH2:25][CH2:24][CH2:23][CH2:22][CH2:21]2)=[CH:5][CH:4]=1)#[N:2].C(NCC)C. The yield is 0.900. The product is [CH2:6]([NH:7][CH2:3][CH3:1])[CH3:5].[C:1]([C:3]1[N:7]([CH3:8])[C:6]([C:9]2[CH:10]=[C:11]3[C:15](=[CH:16][CH:17]=2)[NH:14][C:13](=[N:18][C:19]#[N:20])[C:12]23[CH2:25][CH2:24][CH2:23][CH2:22][CH2:21]2)=[CH:5][CH:4]=1)#[N:2]. (3) The reactants are [F:1][C:2]1[CH:7]=[CH:6][C:5]([C:8]2[C:9]3[N:10]([C:22]([CH:25]=[CH2:26])=[CH:23][CH:24]=3)[N:11]=[C:12]([CH:19]([CH3:21])[CH3:20])[C:13]=2[C:14]([O:16][CH2:17][CH3:18])=[O:15])=[CH:4][CH:3]=1. The catalyst is [Pd].C(O)C. The product is [CH2:25]([C:22]1[N:10]2[N:11]=[C:12]([CH:19]([CH3:21])[CH3:20])[C:13]([C:14]([O:16][CH2:17][CH3:18])=[O:15])=[C:8]([C:5]3[CH:6]=[CH:7][C:2]([F:1])=[CH:3][CH:4]=3)[C:9]2=[CH:24][CH:23]=1)[CH3:26]. The yield is 1.00. (4) The yield is 0.597. The product is [Cl:1][C:2]1[N:7]=[C:6]([NH:8][CH3:9])[C:5]([NH2:10])=[CH:4][CH:3]=1. The reactants are [Cl:1][C:2]1[N:7]=[C:6]([NH:8][CH3:9])[C:5]([N+:10]([O-])=O)=[CH:4][CH:3]=1.[NH4+].[Cl-].CC(=O)OCC. The catalyst is CO.O.[Fe]. (5) The reactants are O=[CH:2][C@@H:3]([C@H:5]([C@@H:7]([CH2:9][OH:10])[OH:8])[OH:6])[OH:4].N[CH2:12][CH2:13][O:14][C:15]1[CH:20]=[CH:19][C:18]([CH2:21][CH2:22][CH2:23][CH2:24][NH:25][C:26]([NH:28][C:29]([C:31]2[C:36]([NH2:37])=[N:35][C:34]([NH2:38])=[C:33]([Cl:39])[N:32]=2)=[O:30])=[NH:27])=[CH:17][CH:16]=1.[C:40]([BH3-])#[N:41].[Na+]. The catalyst is CO. The product is [ClH:39].[ClH:39].[OH:4][C@@H:3]([C@H:5]([OH:6])[C@H:7]([OH:8])[CH2:9][OH:10])[CH2:2][N:41]([CH2:40][C@@H:9]([OH:10])[C@H:7]([OH:8])[C@H:5]([OH:6])[CH2:3][OH:4])[CH2:12][CH2:13][O:14][C:15]1[CH:20]=[CH:19][C:18]([CH2:21][CH2:22][CH2:23][CH2:24][NH:25][C:26]([NH:28][C:29]([C:31]2[C:36]([NH2:37])=[N:35][C:34]([NH2:38])=[C:33]([Cl:39])[N:32]=2)=[O:30])=[NH:27])=[CH:17][CH:16]=1. The yield is 0.0700. (6) The reactants are [C:1]([O:5][C:6]([N:8]1[CH2:13][CH2:12][N:11]([C:14]2[CH:22]=[C:21]3[C:17]([CH:18]=[N:19][NH:20]3)=[CH:16][CH:15]=2)[CH2:10][CH2:9]1)=[O:7])([CH3:4])([CH3:3])[CH3:2].[OH-].[K+].[I:25]I. The catalyst is CN(C)C=O.C(OCC)(=O)C. The product is [C:1]([O:5][C:6]([N:8]1[CH2:9][CH2:10][N:11]([C:14]2[CH:22]=[C:21]3[C:17]([C:18]([I:25])=[N:19][NH:20]3)=[CH:16][CH:15]=2)[CH2:12][CH2:13]1)=[O:7])([CH3:4])([CH3:2])[CH3:3]. The yield is 0.380. (7) The reactants are [F:1][C:2]([F:44])([F:43])[C:3]1[CH:4]=[CH:5][C:6]([NH:9][C:10](=[O:42])[O:11][CH2:12][C@@H:13]([N:28]([CH3:41])[C:29]([NH:31][CH2:32][C:33]2[CH:38]=[CH:37][CH:36]=[C:35]([F:39])[C:34]=2[Cl:40])=[O:30])[CH2:14][CH2:15][CH2:16][N:17]2C(=O)C3C(=CC=CC=3)C2=O)=[N:7][CH:8]=1.NN. The catalyst is CO. The product is [F:44][C:2]([F:1])([F:43])[C:3]1[CH:4]=[CH:5][C:6]([NH:9][C:10](=[O:42])[O:11][CH2:12][C@@H:13]([N:28]([CH3:41])[C:29]([NH:31][CH2:32][C:33]2[CH:38]=[CH:37][CH:36]=[C:35]([F:39])[C:34]=2[Cl:40])=[O:30])[CH2:14][CH2:15][CH2:16][NH2:17])=[N:7][CH:8]=1. The yield is 0.760. (8) The reactants are [CH2:1]([N:8]1[C:16]2[C:11](=[CH:12][C:13]([C:17]3[CH:22]=[CH:21][C:20]([C:23]([CH3:26])([CH3:25])[CH3:24])=[CH:19][CH:18]=3)=[CH:14][CH:15]=2)[C:10]([C:27](=[O:33])[C:28]([O:30]CC)=[O:29])=[CH:9]1)[C:2]1[CH:7]=[CH:6][CH:5]=[CH:4][CH:3]=1.[OH-].[K+]. The product is [CH2:1]([N:8]1[C:16]2[C:11](=[CH:12][C:13]([C:17]3[CH:22]=[CH:21][C:20]([C:23]([CH3:26])([CH3:25])[CH3:24])=[CH:19][CH:18]=3)=[CH:14][CH:15]=2)[C:10]([C:27](=[O:33])[C:28]([OH:30])=[O:29])=[CH:9]1)[C:2]1[CH:3]=[CH:4][CH:5]=[CH:6][CH:7]=1. The yield is 0.630. The catalyst is C1COCC1.O. (9) The reactants are [F:1][CH:2]([F:5])[CH2:3]Cl.[C:6]1(=[O:12])[NH:10][C:9](=[O:11])[CH2:8][CH2:7]1.C(=O)([O-])[O-].[K+].[K+]. The catalyst is [Br-].C([N+](CCCC)(CCCC)CCCC)CCC.CN(C)C=O. The product is [F:1][CH:2]([F:5])[CH2:3][N:10]1[C:6](=[O:12])[CH2:7][CH2:8][C:9]1=[O:11]. The yield is 0.778.